From a dataset of Reaction yield outcomes from USPTO patents with 853,638 reactions. Predict the reaction yield, written as a fraction of the theoretical maximum amount of product (1.0 means a 100% yield; for example, 0.34 means a 34% yield). (1) The product is [CH2:13]([O:15][C:16]([C:18]1([NH:27][C:10]([C:5]2[C:4]3[CH:3]=[CH:2][NH:1][C:9]=3[CH:8]=[CH:7][CH:6]=2)=[O:12])[CH2:26][C:25]2[C:20](=[CH:21][CH:22]=[CH:23][CH:24]=2)[CH2:19]1)=[O:17])[CH3:14]. The catalyst is CN(C=O)C. The reactants are [NH:1]1[C:9]2[CH:8]=[CH:7][CH:6]=[C:5]([C:10]([OH:12])=O)[C:4]=2[CH:3]=[CH:2]1.[CH2:13]([O:15][C:16]([C:18]1([NH2:27])[CH2:26][C:25]2[C:20](=[CH:21][CH:22]=[CH:23][CH:24]=2)[CH2:19]1)=[O:17])[CH3:14].CN(C(ON1N=NC2C=CC=NC1=2)=[N+](C)C)C.F[P-](F)(F)(F)(F)F.CCN(C(C)C)C(C)C. The yield is 0.520. (2) The reactants are [F:1][C:2]1[CH:7]=[CH:6][CH:5]=[C:4]([F:8])[C:3]=1[CH:9]=[CH:10][C:11]1[CH:16]=[C:15]([O:17]C)[C:14]([CH2:19][CH2:20][CH3:21])=[C:13]([O:22]C)[CH:12]=1.Cl.N1C=CC=CC=1. No catalyst specified. The product is [F:1][C:2]1[CH:7]=[CH:6][CH:5]=[C:4]([F:8])[C:3]=1[CH:9]=[CH:10][C:11]1[CH:12]=[C:13]([OH:22])[C:14]([CH2:19][CH2:20][CH3:21])=[C:15]([OH:17])[CH:16]=1. The yield is 0.290. (3) The yield is 0.989. The reactants are [CH:1]([C:4]1[N:5]=[C:6]([C:11]2[CH:16]=[CH:15][C:14]([C:17]([F:20])([F:19])[F:18])=[CH:13][CH:12]=2)[S:7][C:8]=1[CH2:9]O)([CH3:3])[CH3:2].O=S(Cl)[Cl:23]. The product is [Cl:23][CH2:9][C:8]1[S:7][C:6]([C:11]2[CH:16]=[CH:15][C:14]([C:17]([F:20])([F:19])[F:18])=[CH:13][CH:12]=2)=[N:5][C:4]=1[CH:1]([CH3:3])[CH3:2]. The catalyst is CCOC(C)=O.O. (4) The reactants are [Cl:1][C:2]1[CH:19]=[CH:18][CH:17]=[C:16]([Cl:20])[C:3]=1[CH2:4][N:5]1[CH2:10][CH2:9][NH:8][C:7]2[N:11]=[CH:12][C:13](I)=[CH:14][C:6]1=2.[N:21]1([CH:26]2[CH2:31][CH2:30][N:29]([C:32]([C:34]3[CH:39]=[CH:38][C:37](B4OC(C)(C)C(C)(C)O4)=[CH:36][CH:35]=3)=[O:33])[CH2:28][CH2:27]2)[CH2:25][CH2:24][CH2:23][CH2:22]1. No catalyst specified. The product is [Cl:1][C:2]1[CH:19]=[CH:18][CH:17]=[C:16]([Cl:20])[C:3]=1[CH2:4][N:5]1[CH2:10][CH2:9][NH:8][C:7]2[N:11]=[CH:12][C:13]([C:37]3[CH:38]=[CH:39][C:34]([C:32]([N:29]4[CH2:28][CH2:27][CH:26]([N:21]5[CH2:22][CH2:23][CH2:24][CH2:25]5)[CH2:31][CH2:30]4)=[O:33])=[CH:35][CH:36]=3)=[CH:14][C:6]1=2. The yield is 0.100. (5) The reactants are [CH3:1][N:2]1[CH:6]=[C:5]([N+:7]([O-])=O)[CH:4]=[C:3]1[C:10]([O:12][CH3:13])=[O:11].Cl.[H][H].[CH3:17][N:18]1[CH:22]=[C:21]([N+:23]([O-:25])=[O:24])[CH:20]=[C:19]1[C:26]([OH:28])=O.C(Cl)CCl.CCN(C(C)C)C(C)C. The catalyst is [Pd].CC(N(C)C)=O.C1COCC1. The product is [CH3:1][N:2]1[CH:6]=[C:5]([NH:7][C:26]([C:19]2[N:18]([CH3:17])[CH:22]=[C:21]([N+:23]([O-:25])=[O:24])[CH:20]=2)=[O:28])[CH:4]=[C:3]1[C:10]([O:12][CH3:13])=[O:11]. The yield is 0.750. (6) The reactants are [NH2:1][C:2]1[C:10]([N+:11]([O-:13])=[O:12])=[CH:9][CH:8]=[CH:7][C:3]=1[C:4](O)=[O:5].[NH3:14]. The catalyst is C1COCC1. The product is [NH2:1][C:2]1[C:10]([N+:11]([O-:13])=[O:12])=[CH:9][CH:8]=[CH:7][C:3]=1[C:4]([NH2:14])=[O:5]. The yield is 0.840. (7) The reactants are [Cl:1][C:2]1[CH:10]=[C:9]([C:11]([NH:13][CH:14]([C:16]2[NH:20][C:19]3[CH:21]=[CH:22][C:23]([Cl:25])=[CH:24][C:18]=3[N:17]=2)[CH3:15])=[O:12])[CH:8]=[CH:7][C:3]=1[C:4](O)=[O:5].C(N(C(C)C)CC)(C)C.[OH:35][C:36]([CH2:38][CH:39]1[NH:44][CH2:43][CH2:42][NH:41][C:40]1=[O:45])=[O:37].ClCl. The catalyst is CN(C)C=O. The product is [Cl:1][C:2]1[CH:10]=[C:9]([CH:8]=[CH:7][C:3]=1[C:4]([N:44]1[CH2:43][CH2:42][NH:41][C:40](=[O:45])[CH:39]1[CH2:38][C:36]([OH:35])=[O:37])=[O:5])[C:11]([NH:13][CH:14]([C:16]1[NH:20][C:19]2[CH:21]=[CH:22][C:23]([Cl:25])=[CH:24][C:18]=2[N:17]=1)[CH3:15])=[O:12]. The yield is 0.320.